From a dataset of Reaction yield outcomes from USPTO patents with 853,638 reactions. Predict the reaction yield, written as a fraction of the theoretical maximum amount of product (1.0 means a 100% yield; for example, 0.34 means a 34% yield). (1) The reactants are [C:1]([C:5]1[CH:10]=[C:9]([Br:11])[C:8]([N+:12]([O-:14])=[O:13])=[CH:7][C:6]=1[OH:15])([CH3:4])([CH3:3])[CH3:2].C([O-])([O-])=O.[Cs+].[Cs+].[CH2:22](Br)[C:23]1[CH:28]=[CH:27][CH:26]=[CH:25][CH:24]=1. The catalyst is CN(C=O)C.O. The product is [C:1]([C:5]1[CH:10]=[C:9]([Br:11])[C:8]([N+:12]([O-:14])=[O:13])=[CH:7][C:6]=1[O:15][CH2:22][C:23]1[CH:28]=[CH:27][CH:26]=[CH:25][CH:24]=1)([CH3:4])([CH3:2])[CH3:3]. The yield is 0.940. (2) The reactants are [O:1]1[CH2:6][CH2:5][CH2:4][CH2:3][CH:2]1[N:7]1[C:15]2[C:10](=[CH:11][C:12]([C:16]3[N:20]=[CH:19][N:18]([C:21]([C:34]4[CH:39]=[CH:38][CH:37]=[CH:36][CH:35]=4)([C:28]4[CH:33]=[CH:32][CH:31]=[CH:30][CH:29]=4)[C:22]4[CH:27]=[CH:26][CH:25]=[CH:24][CH:23]=4)[N:17]=3)=[CH:13][CH:14]=2)[C:9]([C:40]2[CH:41]=[C:42]([CH:47]=[CH:48][CH:49]=2)[C:43](OC)=[O:44])=[N:8]1.O.[OH-].[Li+].[N:53]1[CH:58]=[CH:57][CH:56]=[C:55]([CH2:59][NH2:60])[CH:54]=1.O.ON1C2C=CC=CC=2N=N1.Cl.CN(C)CCCN=C=NCC. The catalyst is O1CCCC1.O1CCCC1.O. The product is [O:1]1[CH2:6][CH2:5][CH2:4][CH2:3][CH:2]1[N:7]1[C:15]2[C:10](=[CH:11][C:12]([C:16]3[N:20]=[CH:19][N:18]([C:21]([C:34]4[CH:35]=[CH:36][CH:37]=[CH:38][CH:39]=4)([C:28]4[CH:33]=[CH:32][CH:31]=[CH:30][CH:29]=4)[C:22]4[CH:23]=[CH:24][CH:25]=[CH:26][CH:27]=4)[N:17]=3)=[CH:13][CH:14]=2)[C:9]([C:40]2[CH:41]=[C:42]([C:43]([NH:60][CH2:59][C:55]3[CH:54]=[N:53][CH:58]=[CH:57][CH:56]=3)=[O:44])[CH:47]=[CH:48][CH:49]=2)=[N:8]1. The yield is 0.500.